Dataset: Full USPTO retrosynthesis dataset with 1.9M reactions from patents (1976-2016). Task: Predict the reactants needed to synthesize the given product. (1) Given the product [F:34][C:32]([F:33])([F:35])[C:28]1[CH:27]=[C:26]([C:23]2[O:22][C:21]([CH2:9][C:10]3[CH:20]=[CH:19][C:13]([C:14]([O:16][CH2:17][CH3:18])=[O:15])=[CH:12][CH:11]=3)=[CH:25][CH:24]=2)[CH:31]=[CH:30][CH:29]=1, predict the reactants needed to synthesize it. The reactants are: [I-].[Na+].Cl[Si](C)(C)C.O[CH:9]([C:21]1[O:22][C:23]([C:26]2[CH:31]=[CH:30][CH:29]=[C:28]([C:32]([F:35])([F:34])[F:33])[CH:27]=2)=[CH:24][CH:25]=1)[C:10]1[CH:20]=[CH:19][C:13]([C:14]([O:16][CH2:17][CH3:18])=[O:15])=[CH:12][CH:11]=1.O. (2) Given the product [C:7]1([CH3:8])[CH2:9][CH2:10][CH:11]([C:12]([CH2:14][OH:1])=[CH2:13])[CH2:4][CH:5]=1, predict the reactants needed to synthesize it. The reactants are: [OH-:1].[Ca+2].[OH-].[CH:4]1[C:11]([CH:12]([CH3:14])[CH3:13])=[CH:10][CH:9]=[C:7]([CH3:8])[C:5]=1O.